Dataset: Forward reaction prediction with 1.9M reactions from USPTO patents (1976-2016). Task: Predict the product of the given reaction. (1) Given the reactants C([O-])(=O)C.[Na+].C1C=C[NH+]=CC=1.[O-][Cr](Cl)(=O)=O.[CH3:17][C:18]1([CH3:35])[CH2:23][CH2:22][C:21]([CH:24]([CH3:27])[CH2:25][OH:26])=[C:20]2[C:28]([CH3:34])([CH3:33])[CH:29]3[CH2:32][C:19]12[CH2:31][CH2:30]3, predict the reaction product. The product is: [CH3:35][C:18]1([CH3:17])[CH2:23][CH2:22][C:21]([CH:24]([CH3:27])[CH:25]=[O:26])=[C:20]2[C:28]([CH3:34])([CH3:33])[CH:29]3[CH2:32][C:19]12[CH2:31][CH2:30]3. (2) Given the reactants Br[C:2]1[CH:11]=[C:10]2[C:5]([C:6]([Cl:13])=[N:7][NH:8][C:9]2=[O:12])=[CH:4][CH:3]=1.[CH2:14]([SH:21])[C:15]1[CH:20]=[CH:19][CH:18]=[CH:17][CH:16]=1.CCN(C(C)C)C(C)C.C(SC1C=C2C(C(Cl)=NNC2=O)=CC=1)C1C=CC=CC=1, predict the reaction product. The product is: [CH2:14]([S:21][C:3]1[CH:4]=[C:5]2[C:10](=[CH:11][CH:2]=1)[C:9](=[O:12])[NH:8][N:7]=[C:6]2[Cl:13])[C:15]1[CH:20]=[CH:19][CH:18]=[CH:17][CH:16]=1.